This data is from Catalyst prediction with 721,799 reactions and 888 catalyst types from USPTO. The task is: Predict which catalyst facilitates the given reaction. Reactant: CO.C([O:10][C:11]1[C:12]([CH3:31])=[C:13]([CH3:30])[C:14]([NH:18][C:19]([C:21]2[CH:29]=[CH:28][C:24]3[O:25][CH2:26][O:27][C:23]=3[CH:22]=2)=[O:20])=[N:15][C:16]=1[CH3:17])C1C=CC=CC=1. Product: [OH:10][C:11]1[C:12]([CH3:31])=[C:13]([CH3:30])[C:14]([NH:18][C:19]([C:21]2[CH:29]=[CH:28][C:24]3[O:25][CH2:26][O:27][C:23]=3[CH:22]=2)=[O:20])=[N:15][C:16]=1[CH3:17]. The catalyst class is: 45.